From a dataset of Experimentally validated miRNA-target interactions with 360,000+ pairs, plus equal number of negative samples. Binary Classification. Given a miRNA mature sequence and a target amino acid sequence, predict their likelihood of interaction. (1) The miRNA is hsa-miR-514b-3p with sequence AUUGACACCUCUGUGAGUGGA. The protein sequence of the target gene is MTDPMMDFFDDANLFGETLEGLSDDTFVQPGPVSLVDELNLGAEFEPLHIDSLNHVQGTPTHQKMADFEQLSQFDSMKFHPVNQSFGSPVEHVLSPHSQFNCSPIHPPNQPNGLFQDVADGSPMWGHQTATGLANQNGSPFHQPGHSHSLHQNKSFVAHPDFALFQASEHQTQCSSLHSQQSRSNLNPGQNSLGQAKNFLDANVSGAHRVNVNHLATAPSSQQTLPVQFSPTANPPAHFLKCSSHQEGNYNRPSPSMTSCSVSNSQQFPSHYSFSSGHVSPSSLLQSSAGLAPGHTNQAL.... Result: 0 (no interaction). (2) The miRNA is hsa-miR-1180-3p with sequence UUUCCGGCUCGCGUGGGUGUGU. The protein sequence of the target gene is MPDPAKSAPAPKKGSKKAVTKVQKKDGKKRKRSRKESYSVYVYKVLKQVHPDTGISSKAMGIMNSFVNDIFERIAGEASRLAHYNKRSTITSREIQTAVRLLLPGELAKHAVSEGTKAVTKYTSSK. Result: 1 (interaction). (3) The miRNA is hsa-miR-92b-3p with sequence UAUUGCACUCGUCCCGGCCUCC. The protein sequence of the target gene is MTEEACRTRSQKRALERDPTEDDVESKKIKMERGLLASDLNTDGDMRVTPEPGAGPTQGLLRATEATAMAMGRGEGLVGDGPVDMRTSHSDMKSERRPPSPDVIVLSDNEQPSSPRVNGLTTVALKETSTEALMKSSPEERERMIKQLKEELRLEEAKLVLLKKLRQSQIQKEATAQKPTGSVGSTVTTPPPLVRGTQNIPAGKPSLQTSSARMPGSVIPPPLVRGGQQASSKLGPQASSQVVMPPLVRGAQQIHSIRQHSSTGPPPLLLAPRASVPSVQIQGQRIIQQGLIRVANVPNT.... Result: 1 (interaction). (4) The miRNA is hsa-miR-362-3p with sequence AACACACCUAUUCAAGGAUUCA. The protein sequence of the target gene is MEIPKLLPARGTLQGGGGGGIPAGGGRVHRGPDSPAGQVPTRRLLLPRGPQDGGPGRRREEASTASRGPGPSLFAPRPHQPSGGGDDFFLVLLDPVGGDVETAGSGQAAGPVLREEAKAGPGLQGDESGANPAGCSAQGPHCLSAVPTPAPISAPGPAAAFAGTVTIHNQDLLLRFENGVLTLATPPPHAWEPGAAPAQQPRCLIAPQAGFPQAAHPGDCPELRSDLLLAEPAEPAPAPAPQEEAEGLAAALGPRGLLGSGPGVVLYLCPEALCGQTFAKKHQLKMHLLTHSSSQGQRPF.... Result: 1 (interaction). (5) The miRNA is mmu-miR-466o-3p with sequence UACAUACAUGCACACAUAAGAC. The protein sequence of the target gene is MDPVRPLFRGPTPVHPSQCVRMPGCWPQAPRPLEPAWGRAGPAGRGLVFRKPEDSSPPLQPVQKDSVGLVSMFRGMGLDTAFRPPSKREVPPLGRGVLGRGLSANMVRKDREEPRSSLPDPSVLAAGDSKLAEASVGWSRMLGRGSSEVSLLPLGRAASSIGRGMDKPPSAFGLTARDPPRLPQPPALSPTSLHSADPPPVLTMERKEKELLVKQGSKGTPQSLGLNLIKIQCHNEAVYQYHVTFSPSVECKSMRFGMLKDHQSVTGNVTAFDGSILYLPVKLQQVVELKSQRKTDDAEI.... Result: 1 (interaction). (6) The protein sequence of the target gene is MTVTKMSWRPQYRSSKFRNVYGKAANREHCFDGIPITKNVHDNHFCAVNARFLAIVTESAGGGSFLVIPLEQTGRIEPNYPKVCGHQGNVLDIKWNPFIDNIIASCSEDTSVRIWEIPDGGLKRNMTEALLELHGHSRRVGLVEWHPTTNNILFSAGYDYKVLIWNLDIGEPVKMIDCHTDVILCMSFNTDGSLLTTTCKDKKLRVIEPRSGRVLQEANCKNHRVNRVVFLGNMKRLLTTGVSRWNTRQIALWDQEDLSMPMIEEEIDGLSGLLFPFYDADTHMLYLAGKGDGNIRYYEI.... Result: 0 (no interaction). The miRNA is mmu-miR-676-3p with sequence CCGUCCUGAGGUUGUUGAGCU.